From a dataset of Full USPTO retrosynthesis dataset with 1.9M reactions from patents (1976-2016). Predict the reactants needed to synthesize the given product. (1) The reactants are: CO[C:3]([C:5]1[NH:6][N:7]=[C:8]([O:10][CH2:11][C:12]2[C:13]([C:18]3[CH:23]=[CH:22][CH:21]=[CH:20][CH:19]=3)=[N:14][O:15][C:16]=2[CH3:17])[CH:9]=1)=[O:4].[CH3:24][N:25]([CH3:27])[NH2:26]. Given the product [CH3:24][N:25]([CH3:27])[NH:26][C:3]([C:5]1[NH:6][N:7]=[C:8]([O:10][CH2:11][C:12]2[C:13]([C:18]3[CH:19]=[CH:20][CH:21]=[CH:22][CH:23]=3)=[N:14][O:15][C:16]=2[CH3:17])[CH:9]=1)=[O:4], predict the reactants needed to synthesize it. (2) Given the product [CH3:12][C:9]1[CH:10]=[CH:11][C:2]([C:16]2[CH:17]=[CH:18][N:13]=[CH:14][CH:15]=2)=[C:3]([CH:8]=1)[C:4]([O:6][CH3:7])=[O:5], predict the reactants needed to synthesize it. The reactants are: Br[C:2]1[CH:11]=[CH:10][C:9]([CH3:12])=[CH:8][C:3]=1[C:4]([O:6][CH3:7])=[O:5].[N:13]1[CH:18]=[CH:17][C:16](B(O)O)=[CH:15][CH:14]=1.C(=O)([O-])[O-].[Na+].[Na+].O.